Binary Classification. Given a drug SMILES string, predict its activity (active/inactive) in a high-throughput screening assay against a specified biological target. From a dataset of Orexin1 receptor HTS with 218,158 compounds and 233 confirmed actives. (1) The molecule is S(=O)(=O)(CCCC(=O)Nc1noc(c1)C)c1nc(c2c(OC)cccc2)cc(n1)C(F)(F)F. The result is 0 (inactive). (2) The molecule is s1nnnc1Nc1ccc(C(C)C)cc1. The result is 0 (inactive).